Dataset: Forward reaction prediction with 1.9M reactions from USPTO patents (1976-2016). Task: Predict the product of the given reaction. (1) The product is: [F:1][C:2]1[C:3]([CH3:19])=[C:4]([N:8]2[C:12]([O:13][S:34]([C:37]([F:40])([F:39])[F:38])(=[O:36])=[O:35])=[CH:11][C:10]([C:14]([O:16][CH2:17][CH3:18])=[O:15])=[N:9]2)[CH:5]=[CH:6][CH:7]=1. Given the reactants [F:1][C:2]1[C:3]([CH3:19])=[C:4]([N:8]2[C:12]([OH:13])=[CH:11][C:10]([C:14]([O:16][CH2:17][CH3:18])=[O:15])=[N:9]2)[CH:5]=[CH:6][CH:7]=1.C(N(CC)CC)C.C1C=CC(N([S:34]([C:37]([F:40])([F:39])[F:38])(=[O:36])=[O:35])[S:34]([C:37]([F:40])([F:39])[F:38])(=[O:36])=[O:35])=CC=1, predict the reaction product. (2) Given the reactants C(=O)(O)[O-:2].[Na+].Cl.NO.[F:9][C:10]1[C:11]([C:18]([F:21])([F:20])[F:19])=[CH:12][C:13]([C:16]#[N:17])=[N:14][CH:15]=1, predict the reaction product. The product is: [F:9][C:10]1[C:11]([C:18]([F:21])([F:19])[F:20])=[CH:12][C:13]([C:16]([NH2:17])=[O:2])=[N:14][CH:15]=1.